This data is from Full USPTO retrosynthesis dataset with 1.9M reactions from patents (1976-2016). The task is: Predict the reactants needed to synthesize the given product. (1) Given the product [C:17]([C:12]1[CH:13]=[C:14]2[C:9](=[C:10]([F:21])[CH:11]=1)[C:8](=[O:22])[N:7]([CH2:6][C:5]1[CH:23]=[CH:24][C:2]([C:42]3[CH:41]=[CH:40][N:39]=[C:38]([O:37][CH3:36])[CH:43]=3)=[C:3]([CH2:25][O:26][CH2:27][O:28][CH3:29])[CH:4]=1)[N:16]=[CH:15]2)([CH3:18])([CH3:19])[CH3:20], predict the reactants needed to synthesize it. The reactants are: Br[C:2]1[CH:24]=[CH:23][C:5]([CH2:6][N:7]2[N:16]=[CH:15][C:14]3[C:9](=[C:10]([F:21])[CH:11]=[C:12]([C:17]([CH3:20])([CH3:19])[CH3:18])[CH:13]=3)[C:8]2=[O:22])=[CH:4][C:3]=1[CH2:25][O:26][CH2:27][O:28][CH3:29].C([O-])([O-])=O.[Na+].[Na+].[CH3:36][O:37][C:38]1[CH:43]=[C:42](B(O)O)[CH:41]=[CH:40][N:39]=1. (2) The reactants are: [CH3:1][N:2]([CH3:7])[C@H:3]([CH3:6])[CH2:4][OH:5].[Cl:8][C:9]1[CH:10]=[C:11]([NH:24][C:25]2[C:34]3[C:29](=[CH:30][CH:31]=[CH:32][C:33]=3F)[N:28]=[CH:27][N:26]=2)[CH:12]=[CH:13][C:14]=1[O:15][CH2:16][C:17]1[CH:22]=[CH:21][CH:20]=[C:19]([F:23])[CH:18]=1. Given the product [Cl:8][C:9]1[CH:10]=[C:11]([NH:24][C:25]2[C:34]3[C:29](=[CH:30][CH:31]=[CH:32][C:33]=3[O:5][CH2:4][C@H:3]([N:2]([CH3:7])[CH3:1])[CH3:6])[N:28]=[CH:27][N:26]=2)[CH:12]=[CH:13][C:14]=1[O:15][CH2:16][C:17]1[CH:22]=[CH:21][CH:20]=[C:19]([F:23])[CH:18]=1, predict the reactants needed to synthesize it.